Task: Regression. Given two drug SMILES strings and cell line genomic features, predict the synergy score measuring deviation from expected non-interaction effect.. Dataset: NCI-60 drug combinations with 297,098 pairs across 59 cell lines (1) Drug 1: CC1C(C(CC(O1)OC2CC(CC3=C2C(=C4C(=C3O)C(=O)C5=C(C4=O)C(=CC=C5)OC)O)(C(=O)C)O)N)O.Cl. Drug 2: CC1=C2C(C(=O)C3(C(CC4C(C3C(C(C2(C)C)(CC1OC(=O)C(C(C5=CC=CC=C5)NC(=O)C6=CC=CC=C6)O)O)OC(=O)C7=CC=CC=C7)(CO4)OC(=O)C)O)C)OC(=O)C. Cell line: HT29. Synergy scores: CSS=24.7, Synergy_ZIP=-10.2, Synergy_Bliss=-11.6, Synergy_Loewe=-21.2, Synergy_HSA=-9.26. (2) Cell line: HS 578T. Drug 1: C1=CC(=CC=C1C#N)C(C2=CC=C(C=C2)C#N)N3C=NC=N3. Synergy scores: CSS=13.8, Synergy_ZIP=-2.17, Synergy_Bliss=1.96, Synergy_Loewe=1.94, Synergy_HSA=1.87. Drug 2: C1CN(CCN1C(=O)CCBr)C(=O)CCBr. (3) Drug 1: CC12CCC(CC1=CCC3C2CCC4(C3CC=C4C5=CN=CC=C5)C)O. Drug 2: CS(=O)(=O)C1=CC(=C(C=C1)C(=O)NC2=CC(=C(C=C2)Cl)C3=CC=CC=N3)Cl. Cell line: MOLT-4. Synergy scores: CSS=14.6, Synergy_ZIP=-0.812, Synergy_Bliss=1.60, Synergy_Loewe=-1.25, Synergy_HSA=0.152.